From a dataset of Forward reaction prediction with 1.9M reactions from USPTO patents (1976-2016). Predict the product of the given reaction. (1) Given the reactants S(C1C=CC(C)=CC=1)(O[CH2:5][C:6]([F:9])([F:8])[F:7])(=O)=O.C([O-])([O-])=O.[K+].[K+].[CH:23]1[C:28]([OH:29])=[CH:27][CH:26]=[C:25]([Br:30])[CH:24]=1, predict the reaction product. The product is: [Br:30][C:25]1[CH:26]=[CH:27][C:28]([O:29][CH2:5][C:6]([F:9])([F:8])[F:7])=[CH:23][CH:24]=1. (2) Given the reactants [NH:1]([C:8]([N:10]1[CH2:15][CH2:14][N:13]([C:16]([O:18][C:19]([CH3:22])([CH3:21])[CH3:20])=[O:17])[CH2:12][CH:11]1[CH2:23]O)=[O:9])[C:2]1[CH:7]=[CH:6][CH:5]=[CH:4][CH:3]=1.C1(P(C2C=CC=CC=2)C2C=CC=CC=2)C=CC=CC=1.N(C(OCC)=O)=NC(OCC)=O.C1(C)C=CC=CC=1.O, predict the reaction product. The product is: [O:9]=[C:8]1[N:10]2[CH2:15][CH2:14][N:13]([C:16]([O:18][C:19]([CH3:22])([CH3:20])[CH3:21])=[O:17])[CH2:12][CH:11]2[CH2:23][N:1]1[C:2]1[CH:7]=[CH:6][CH:5]=[CH:4][CH:3]=1. (3) Given the reactants [CH2:1]([O:3][C:4](=[O:28])[CH2:5][C:6]1[CH:11]=[CH:10][CH:9]=[C:8]([O:12][C:13]2[CH:18]=[CH:17][C:16](Br)=[CH:15][C:14]=2[CH2:20][S:21][C:22]2[CH:27]=[CH:26][CH:25]=[CH:24][CH:23]=2)[CH:7]=1)[CH3:2].[CH3:29][S:30]([C:33]1[CH:38]=[CH:37][C:36](B(O)O)=[CH:35][CH:34]=1)(=[O:32])=[O:31], predict the reaction product. The product is: [CH2:1]([O:3][C:4](=[O:28])[CH2:5][C:6]1[CH:11]=[CH:10][CH:9]=[C:8]([O:12][C:13]2[CH:18]=[CH:17][C:16]([C:36]3[CH:37]=[CH:38][C:33]([S:30]([CH3:29])(=[O:32])=[O:31])=[CH:34][CH:35]=3)=[CH:15][C:14]=2[CH2:20][S:21][C:22]2[CH:27]=[CH:26][CH:25]=[CH:24][CH:23]=2)[CH:7]=1)[CH3:2]. (4) Given the reactants C(OC([NH:8][CH2:9][CH2:10][CH2:11][CH2:12][CH2:13][N:14]1[C:18]2=[C:19]([CH3:25])[N:20]=[C:21]3[CH:22]=[CH:23][CH:24]=[C:16]([N:17]23)[C:15]1=[O:26])=O)(C)(C)C.Cl.C(N(CC)CC)C.C1C=CC(N([S:42]([C:45]([F:48])([F:47])[F:46])(=[O:44])=[O:43])[S:42]([C:45]([F:48])([F:47])[F:46])(=[O:44])=[O:43])=CC=1, predict the reaction product. The product is: [CH3:25][C:19]1[N:20]=[C:21]2[N:17]3[C:18]=1[N:14]([CH2:13][CH2:12][CH2:11][CH2:10][CH2:9][NH:8][S:42]([C:45]([F:48])([F:47])[F:46])(=[O:44])=[O:43])[C:15](=[O:26])[C:16]3=[CH:24][CH:23]=[CH:22]2.